Dataset: Catalyst prediction with 721,799 reactions and 888 catalyst types from USPTO. Task: Predict which catalyst facilitates the given reaction. (1) Reactant: [C@@H:1]12[CH2:7][CH:4]([CH:5]=[CH:6]1)[C:3](=O)[NH:2]2.[H-].[Al+3].[Li+].[H-].[H-].[H-].O.[CH3:16][C:17]([O:20][C:21](O[C:21]([O:20][C:17]([CH3:19])([CH3:18])[CH3:16])=[O:22])=[O:22])([CH3:19])[CH3:18]. Product: [C@@H:1]12[CH2:7][C@@H:4]([CH:5]=[CH:6]1)[CH2:3][N:2]2[C:21]([O:20][C:17]([CH3:19])([CH3:18])[CH3:16])=[O:22]. The catalyst class is: 1. (2) Reactant: Cl[C:2]1[C:7]([CH2:8][CH2:9][OH:10])=[C:6]([Cl:11])[N:5]=[C:4]([S:12][CH3:13])[N:3]=1.[NH2:14][C@@:15]1([CH3:27])[CH2:19][CH2:18][N:17]([C:20]([O:22][C:23]([CH3:26])([CH3:25])[CH3:24])=[O:21])[CH2:16]1.CCN(C(C)C)C(C)C.CCOC(C)=O. The catalyst class is: 16. Product: [Cl:11][C:6]1[N:5]=[C:4]([S:12][CH3:13])[N:3]=[C:2]([NH:14][C@@:15]2([CH3:27])[CH2:19][CH2:18][N:17]([C:20]([O:22][C:23]([CH3:26])([CH3:25])[CH3:24])=[O:21])[CH2:16]2)[C:7]=1[CH2:8][CH2:9][OH:10]. (3) Reactant: [Li]CCCC.[CH2:6]([CH:9]1[CH2:17][C:16]2[C:11](=[CH:12][CH:13]=[C:14]([C:18]([F:21])([F:20])[F:19])[CH:15]=2)[C:10]1=[O:22])[CH2:7][CH3:8].[CH3:23][C:24]([O:27][C:28](/[N:30]=[N:31]/[C:32]([O:34][C:35]([CH3:38])([CH3:37])[CH3:36])=[O:33])=[O:29])([CH3:26])[CH3:25].O. Product: [CH3:26][C:24]([O:27][C:28]([NH:30][N:31]([C:9]1([CH2:6][CH2:7][CH3:8])[CH2:17][C:16]2[C:11](=[CH:12][CH:13]=[C:14]([C:18]([F:20])([F:21])[F:19])[CH:15]=2)[C:10]1=[O:22])[C:32]([O:34][C:35]([CH3:38])([CH3:37])[CH3:36])=[O:33])=[O:29])([CH3:23])[CH3:25]. The catalyst class is: 7. (4) Reactant: [CH2:1]([O:8][N:9]1[C:14]2[N:15]=[CH:16][N:17]=[C:18]([CH2:19][CH3:20])[C:13]=2[C:12]([OH:21])=[C:11](C(OCC)=O)[C:10]1=[O:27])[C:2]1[CH:7]=[CH:6][CH:5]=[CH:4][CH:3]=1.Cl.O1CCOCC1.C(OCC)(=O)C. Product: [CH2:1]([O:8][N:9]1[C:14]2[N:15]=[CH:16][N:17]=[C:18]([CH2:19][CH3:20])[C:13]=2[C:12]([OH:21])=[CH:11][C:10]1=[O:27])[C:2]1[CH:3]=[CH:4][CH:5]=[CH:6][CH:7]=1. The catalyst class is: 6. (5) Reactant: [C:9](O[C:9]([O:11][C:12]([CH3:15])([CH3:14])[CH3:13])=[O:10])([O:11][C:12]([CH3:15])([CH3:14])[CH3:13])=[O:10].[OH:16][C:17]1[CH:18]=[C:19]([CH:23]2[CH2:28][CH2:27][NH:26][CH2:25][CH2:24]2)[CH:20]=[CH:21][CH:22]=1. Product: [OH:16][C:17]1[CH:18]=[C:19]([CH:23]2[CH2:28][CH2:27][N:26]([C:9]([O:11][C:12]([CH3:13])([CH3:14])[CH3:15])=[O:10])[CH2:25][CH2:24]2)[CH:20]=[CH:21][CH:22]=1. The catalyst class is: 2. (6) Reactant: C(OC([NH:11][C@@H:12]([CH2:27][C:28]1[CH:33]=[CH:32][C:31]([C:34]2[N:39]=[CH:38][C:37]([C:40]3[CH:45]=[CH:44][C:43]([O:46][CH2:47][CH2:48][CH2:49][CH2:50][CH2:51][CH2:52][CH3:53])=[CH:42][CH:41]=3)=[CH:36][N:35]=2)=[CH:30][CH:29]=1)[C:13]([N:15]1[CH2:19][CH2:18][CH2:17][C@H:16]1[C:20]([O:22][C:23]([CH3:26])([CH3:25])[CH3:24])=[O:21])=[O:14])=O)C1C=CC=CC=1.[H][H]. Product: [NH2:11][C@@H:12]([CH2:27][C:28]1[CH:33]=[CH:32][C:31]([C:34]2[N:39]=[CH:38][C:37]([C:40]3[CH:45]=[CH:44][C:43]([O:46][CH2:47][CH2:48][CH2:49][CH2:50][CH2:51][CH2:52][CH3:53])=[CH:42][CH:41]=3)=[CH:36][N:35]=2)=[CH:30][CH:29]=1)[C:13]([N:15]1[CH2:19][CH2:18][CH2:17][C@H:16]1[C:20]([O:22][C:23]([CH3:26])([CH3:25])[CH3:24])=[O:21])=[O:14]. The catalyst class is: 123. (7) The catalyst class is: 78. Product: [CH2:1]([O:3][C:4]([C:6]1[NH:7][C:8]2[C:13]([CH:14]=1)=[C:12]([O:15][C:16]1[CH:21]=[C:20]([F:22])[CH:19]=[C:18]([F:23])[C:17]=1[NH2:24])[CH:11]=[CH:10][CH:9]=2)=[O:5])[CH3:2]. Reactant: [CH2:1]([O:3][C:4]([C:6]1[NH:7][C:8]2[C:13]([CH:14]=1)=[C:12]([O:15][C:16]1[CH:21]=[C:20]([F:22])[CH:19]=[C:18]([F:23])[C:17]=1[N+:24]([O-])=O)[CH:11]=[CH:10][CH:9]=2)=[O:5])[CH3:2]. (8) Reactant: [CH3:1][C:2]1[CH:6]=[CH:5][S:4][C:3]=1[C:7]1[C:8]([CH3:22])=[N:9][N:10]2[C:15]([CH:16]([CH2:19][CH3:20])[CH2:17][CH3:18])=[CH:14][C:13]([CH3:21])=[N:12][C:11]=12.FC(F)(F)C(O)=O.[N+:30]([O-])([OH:32])=[O:31]. Product: [N+:30]([C:5]1[S:4][C:3]([C:7]2[C:8]([CH3:22])=[N:9][N:10]3[C:15]([CH:16]([CH2:17][CH3:18])[CH2:19][CH3:20])=[CH:14][C:13]([CH3:21])=[N:12][C:11]=23)=[C:2]([CH3:1])[CH:6]=1)([O-:32])=[O:31]. The catalyst class is: 4.